Dataset: Catalyst prediction with 721,799 reactions and 888 catalyst types from USPTO. Task: Predict which catalyst facilitates the given reaction. (1) Reactant: [CH3:1][CH:2]([CH2:4][N:5]([S:29]([C:32]1[CH:33]=[CH:34][C:35]([NH2:38])=[CH:36][CH:37]=1)(=[O:31])=[O:30])[CH2:6][C@@H:7]([OH:28])[C@@H:8]([NH:16][C:17]([O:19][C@@H:20]1[C@@H:24]2[CH2:25][CH2:26][O:27][C@@H:23]2[O:22][CH2:21]1)=[O:18])[CH2:9][C:10]1[CH:11]=[CH:12][CH:13]=[CH:14][CH:15]=1)[CH3:3].CCN(C(C)C)C(C)C.[C:48](Cl)(=[O:70])[CH2:49][CH2:50]/[CH:51]=[CH:52]\[CH2:53]/[CH:54]=[CH:55]\[CH2:56]/[CH:57]=[CH:58]\[CH2:59]/[CH:60]=[CH:61]\[CH2:62]/[CH:63]=[CH:64]\[CH2:65]/[CH:66]=[CH:67]\[CH2:68][CH3:69]. Product: [O:22]1[C@H:23]2[O:27][CH2:26][CH2:25][C@H:24]2[C@@H:20]([O:19][C:17](=[O:18])[NH:16][C@H:8]([C@H:7]([OH:28])[CH2:6][N:5]([CH2:4][CH:2]([CH3:1])[CH3:3])[S:29]([C:32]2[CH:37]=[CH:36][C:35]([NH:38][C:48](=[O:70])[CH2:49][CH2:50]/[CH:51]=[CH:52]\[CH2:53]/[CH:54]=[CH:55]\[CH2:56]/[CH:57]=[CH:58]\[CH2:59]/[CH:60]=[CH:61]\[CH2:62]/[CH:63]=[CH:64]\[CH2:65]/[CH:66]=[CH:67]\[CH2:68][CH3:69])=[CH:34][CH:33]=2)(=[O:31])=[O:30])[CH2:9][C:10]2[CH:15]=[CH:14][CH:13]=[CH:12][CH:11]=2)[CH2:21]1. The catalyst class is: 2. (2) Reactant: [Cl:1][C:2]1[C:3]([N:8]([CH2:29][C:30]([OH:32])=O)[C:9]2[CH:14]=[C:13]([C:15](=[O:27])[NH:16][C:17]3[CH:22]=[CH:21][C:20]([C:23]([CH3:26])([CH3:25])[CH3:24])=[CH:19][CH:18]=3)[CH:12]=[CH:11][C:10]=2[Cl:28])=[N:4][CH:5]=[CH:6][CH:7]=1.[Cl-].[NH4+].O[N:36]1C2C=CC=CC=2N=N1.Cl.C(N=C=NCCCN(C)C)C. Product: [Cl:28][C:10]1[CH:11]=[CH:12][C:13]([C:15]([NH:16][C:17]2[CH:18]=[CH:19][C:20]([C:23]([CH3:26])([CH3:24])[CH3:25])=[CH:21][CH:22]=2)=[O:27])=[CH:14][C:9]=1[N:8]([C:3]1[C:2]([Cl:1])=[CH:7][CH:6]=[CH:5][N:4]=1)[CH2:29][C:30](=[O:32])[NH2:36]. The catalyst class is: 681. (3) Reactant: [C:1]([O:7][C:8]1[CH:13]=[C:12]([CH2:14][CH2:15][OH:16])[O:11][C:10](=[O:17])[C:9]=1[C:18]1[C:23]([CH3:24])=[CH:22][C:21]([CH3:25])=[CH:20][C:19]=1[CH3:26])(=[O:6])[C:2]([CH3:5])([CH3:4])[CH3:3].C(N(CC)CC)C.[S:34](Cl)([CH3:37])(=[O:36])=[O:35]. Product: [C:1]([O:7][C:8]1[CH:13]=[C:12]([CH2:14][CH2:15][O:16][S:34]([CH3:37])(=[O:36])=[O:35])[O:11][C:10](=[O:17])[C:9]=1[C:18]1[C:19]([CH3:26])=[CH:20][C:21]([CH3:25])=[CH:22][C:23]=1[CH3:24])(=[O:6])[C:2]([CH3:4])([CH3:3])[CH3:5]. The catalyst class is: 1. (4) Reactant: [CH2:1]([O:3][C:4](=[O:16])[C:5]1[CH:10]=[C:9]([CH:11]=[C:12]([CH3:14])[CH3:13])[N:8]=[C:7]([CH3:15])[CH:6]=1)[CH3:2]. Product: [CH2:1]([O:3][C:4](=[O:16])[C:5]1[CH:10]=[C:9]([CH2:11][CH:12]([CH3:13])[CH3:14])[N:8]=[C:7]([CH3:15])[CH:6]=1)[CH3:2]. The catalyst class is: 358. (5) Reactant: CC1C=CC(S(O[CH2:12][CH:13]2[O:18][C:17]3[CH:19]=[C:20]([O:23][S:24]([C:27]([F:30])([F:29])[F:28])(=[O:26])=[O:25])[CH:21]=[CH:22][C:16]=3[O:15][CH2:14]2)(=O)=O)=CC=1.[CH2:31]([NH2:34])[CH2:32][CH3:33]. Product: [F:28][C:27]([F:30])([F:29])[S:24]([O:23][C:20]1[CH:21]=[CH:22][C:16]2[O:15][CH2:14][CH:13]([CH2:12][NH:34][CH2:31][CH2:32][CH3:33])[O:18][C:17]=2[CH:19]=1)(=[O:26])=[O:25]. The catalyst class is: 10. (6) Reactant: [N+](C1C=CC(O[C:11](=[O:38])[NH:12][C:13]2[CH:18]=[CH:17][C:16]([C:19]3[CH2:23][CH2:22][N:21]([C:24](=[O:37])[CH2:25][C:26]4[CH:31]=[C:30]([O:32][CH3:33])[C:29]([O:34][CH3:35])=[CH:28][C:27]=4[Cl:36])[N:20]=3)=[CH:15][CH:14]=2)=CC=1)([O-])=O.[NH3:39].CO.C(Cl)Cl. Product: [Cl:36][C:27]1[CH:28]=[C:29]([O:34][CH3:35])[C:30]([O:32][CH3:33])=[CH:31][C:26]=1[CH2:25][C:24]([N:21]1[CH2:22][CH2:23][C:19]([C:16]2[CH:15]=[CH:14][C:13]([NH:12][C:11]([NH2:39])=[O:38])=[CH:18][CH:17]=2)=[N:20]1)=[O:37]. The catalyst class is: 179. (7) Reactant: [NH2:1][CH:2]1[CH2:5][CH:4]([O:6][C:7]2[C:8]3[C:22]([C:23]#[N:24])=[CH:21][N:20]([CH2:25][O:26][CH2:27][CH2:28][Si:29]([CH3:32])([CH3:31])[CH3:30])[C:9]=3[N:10]=[C:11]([NH:13][C:14]3[CH:15]=[N:16][N:17]([CH3:19])[CH:18]=3)[N:12]=2)[CH2:3]1.[C:33](Cl)(=[O:36])[CH:34]=[CH2:35].CCN(C(C)C)C(C)C. Product: [C:23]([C:22]1[C:8]2[C:7]([O:6][CH:4]3[CH2:3][CH:2]([NH:1][C:33](=[O:36])[CH:34]=[CH2:35])[CH2:5]3)=[N:12][C:11]([NH:13][C:14]3[CH:15]=[N:16][N:17]([CH3:19])[CH:18]=3)=[N:10][C:9]=2[N:20]([CH2:25][O:26][CH2:27][CH2:28][Si:29]([CH3:32])([CH3:31])[CH3:30])[CH:21]=1)#[N:24]. The catalyst class is: 2. (8) Reactant: [NH2:1][N:2]1[N:11]=[C:10]([C:12]([F:15])([F:14])[F:13])[C:9]2[C:4](=[CH:5][CH:6]=[CH:7][CH:8]=2)[C:3]1=[O:16].C(N(CC)CC)C.[F:24][C:25]1[CH:26]=[C:27]([CH2:32][C:33](O)=[O:34])[CH:28]=[C:29]([F:31])[CH:30]=1.F[B-](F)(F)F.N1(OC(N(C)C)=[N+](C)C)C2C=CC=CC=2N=N1. Product: [F:24][C:25]1[CH:26]=[C:27]([CH2:32][C:33]([NH:1][N:2]2[N:11]=[C:10]([C:12]([F:15])([F:13])[F:14])[C:9]3[C:4](=[CH:5][CH:6]=[CH:7][CH:8]=3)[C:3]2=[O:16])=[O:34])[CH:28]=[C:29]([F:31])[CH:30]=1. The catalyst class is: 31.